From a dataset of NCI-60 drug combinations with 297,098 pairs across 59 cell lines. Regression. Given two drug SMILES strings and cell line genomic features, predict the synergy score measuring deviation from expected non-interaction effect. (1) Synergy scores: CSS=37.0, Synergy_ZIP=-4.20, Synergy_Bliss=-1.86, Synergy_Loewe=-7.17, Synergy_HSA=-3.67. Cell line: SW-620. Drug 2: CC(C)CN1C=NC2=C1C3=CC=CC=C3N=C2N. Drug 1: CC1=C(C(=O)C2=C(C1=O)N3CC4C(C3(C2COC(=O)N)OC)N4)N. (2) Cell line: HS 578T. Synergy scores: CSS=13.6, Synergy_ZIP=0.315, Synergy_Bliss=0.965, Synergy_Loewe=-2.27, Synergy_HSA=-2.24. Drug 1: C#CCC(CC1=CN=C2C(=N1)C(=NC(=N2)N)N)C3=CC=C(C=C3)C(=O)NC(CCC(=O)O)C(=O)O. Drug 2: CCC1(C2=C(COC1=O)C(=O)N3CC4=CC5=C(C=CC(=C5CN(C)C)O)N=C4C3=C2)O.Cl. (3) Drug 1: C1CCN(CC1)CCOC2=CC=C(C=C2)C(=O)C3=C(SC4=C3C=CC(=C4)O)C5=CC=C(C=C5)O. Drug 2: C1=CC(=C2C(=C1NCCNCCO)C(=O)C3=C(C=CC(=C3C2=O)O)O)NCCNCCO. Cell line: OVCAR-5. Synergy scores: CSS=40.6, Synergy_ZIP=1.65, Synergy_Bliss=1.62, Synergy_Loewe=-17.6, Synergy_HSA=1.21. (4) Drug 1: CC1=C(C(CCC1)(C)C)C=CC(=CC=CC(=CC(=O)O)C)C. Drug 2: C1CC(C1)(C(=O)O)C(=O)O.[NH2-].[NH2-].[Pt+2]. Cell line: CCRF-CEM. Synergy scores: CSS=44.9, Synergy_ZIP=-0.669, Synergy_Bliss=-2.01, Synergy_Loewe=-1.98, Synergy_HSA=3.52. (5) Drug 1: CN(C)N=NC1=C(NC=N1)C(=O)N. Drug 2: CN1C2=C(C=C(C=C2)N(CCCl)CCCl)N=C1CCCC(=O)O.Cl. Cell line: MOLT-4. Synergy scores: CSS=48.3, Synergy_ZIP=8.34, Synergy_Bliss=16.2, Synergy_Loewe=16.2, Synergy_HSA=18.0. (6) Drug 1: COC1=CC(=CC(=C1O)OC)C2C3C(COC3=O)C(C4=CC5=C(C=C24)OCO5)OC6C(C(C7C(O6)COC(O7)C8=CC=CS8)O)O. Drug 2: C(CC(=O)O)C(=O)CN.Cl. Cell line: HL-60(TB). Synergy scores: CSS=36.6, Synergy_ZIP=7.17, Synergy_Bliss=3.64, Synergy_Loewe=-36.4, Synergy_HSA=4.12. (7) Drug 1: CNC(=O)C1=NC=CC(=C1)OC2=CC=C(C=C2)NC(=O)NC3=CC(=C(C=C3)Cl)C(F)(F)F. Drug 2: CC1=C(C(=O)C2=C(C1=O)N3CC4C(C3(C2COC(=O)N)OC)N4)N. Cell line: NCIH23. Synergy scores: CSS=51.6, Synergy_ZIP=-0.506, Synergy_Bliss=-1.12, Synergy_Loewe=-24.0, Synergy_HSA=1.50.